Dataset: NCI-60 drug combinations with 297,098 pairs across 59 cell lines. Task: Regression. Given two drug SMILES strings and cell line genomic features, predict the synergy score measuring deviation from expected non-interaction effect. (1) Drug 1: C1CN1C2=NC(=NC(=N2)N3CC3)N4CC4. Drug 2: CC1OCC2C(O1)C(C(C(O2)OC3C4COC(=O)C4C(C5=CC6=C(C=C35)OCO6)C7=CC(=C(C(=C7)OC)O)OC)O)O. Cell line: SK-MEL-28. Synergy scores: CSS=32.4, Synergy_ZIP=1.31, Synergy_Bliss=2.52, Synergy_Loewe=4.78, Synergy_HSA=7.12. (2) Drug 1: C1=CN(C(=O)N=C1N)C2C(C(C(O2)CO)O)O.Cl. Drug 2: CC1=C2C(C(=O)C3(C(CC4C(C3C(C(C2(C)C)(CC1OC(=O)C(C(C5=CC=CC=C5)NC(=O)OC(C)(C)C)O)O)OC(=O)C6=CC=CC=C6)(CO4)OC(=O)C)O)C)O. Cell line: T-47D. Synergy scores: CSS=2.27, Synergy_ZIP=-1.84, Synergy_Bliss=0.612, Synergy_Loewe=-2.08, Synergy_HSA=-1.54. (3) Drug 1: C1CCN(CC1)CCOC2=CC=C(C=C2)C(=O)C3=C(SC4=C3C=CC(=C4)O)C5=CC=C(C=C5)O. Drug 2: CC1C(C(CC(O1)OC2CC(OC(C2O)C)OC3=CC4=CC5=C(C(=O)C(C(C5)C(C(=O)C(C(C)O)O)OC)OC6CC(C(C(O6)C)O)OC7CC(C(C(O7)C)O)OC8CC(C(C(O8)C)O)(C)O)C(=C4C(=C3C)O)O)O)O. Cell line: SW-620. Synergy scores: CSS=25.8, Synergy_ZIP=8.05, Synergy_Bliss=13.9, Synergy_Loewe=5.73, Synergy_HSA=9.38. (4) Drug 1: C1=CC(=CC=C1CCC2=CNC3=C2C(=O)NC(=N3)N)C(=O)NC(CCC(=O)O)C(=O)O. Drug 2: CC1=CC2C(CCC3(C2CCC3(C(=O)C)OC(=O)C)C)C4(C1=CC(=O)CC4)C. Cell line: IGROV1. Synergy scores: CSS=15.0, Synergy_ZIP=-5.68, Synergy_Bliss=-4.16, Synergy_Loewe=-57.1, Synergy_HSA=-5.53.